From a dataset of Full USPTO retrosynthesis dataset with 1.9M reactions from patents (1976-2016). Predict the reactants needed to synthesize the given product. (1) Given the product [F:1][C:2]([F:23])([F:22])[CH2:3][N:4]1[C:9](=[O:10])[C:8]([O:29][CH2:24][C:25]([CH3:28])([CH3:27])[CH3:26])=[C:7]([C:12]2[CH:17]=[CH:16][C:15]([S:18]([CH3:21])(=[O:20])=[O:19])=[CH:14][CH:13]=2)[CH:6]=[N:5]1, predict the reactants needed to synthesize it. The reactants are: [F:1][C:2]([F:23])([F:22])[CH2:3][N:4]1[C:9](=[O:10])[C:8](Cl)=[C:7]([C:12]2[CH:17]=[CH:16][C:15]([S:18]([CH3:21])(=[O:20])=[O:19])=[CH:14][CH:13]=2)[CH:6]=[N:5]1.[CH2:24]([OH:29])[C:25]([CH3:28])([CH3:27])[CH3:26].[H-].[Na+]. (2) Given the product [NH2:1][C:2]1[C:3]([F:32])=[CH:4][C:5]([CH2:6][C@H:7]2[C@H:12]([OH:13])[C@@H:11]([NH:14][CH2:15][C:16]3[CH:21]=[CH:20][CH:19]=[C:18]([C:22]([CH3:25])([CH3:24])[CH3:23])[CH:17]=3)[CH2:10][S:9](=[O:27])(=[O:26])[CH2:8]2)=[CH:28][C:29]=1[CH2:30][CH3:31], predict the reactants needed to synthesize it. The reactants are: [NH2:1][C:2]1[C:29]([CH:30]=[CH2:31])=[CH:28][C:5]([CH2:6][C@H:7]2[C@H:12]([OH:13])[C@@H:11]([NH:14][CH2:15][C:16]3[CH:21]=[CH:20][CH:19]=[C:18]([C:22]([CH3:25])([CH3:24])[CH3:23])[CH:17]=3)[CH2:10][S:9](=[O:27])(=[O:26])[CH2:8]2)=[CH:4][C:3]=1[F:32]. (3) Given the product [Cl:12][C:5]1[C:6]2[C:11](=[CH:10][CH:9]=[CH:8][CH:7]=2)[C:2]([N:19]2[CH2:18][CH2:17][N:16]([C:20]([O:22][C:23]([CH3:26])([CH3:25])[CH3:24])=[O:21])[CH2:15][C@H:14]2[CH3:13])=[N:3][N:4]=1, predict the reactants needed to synthesize it. The reactants are: Cl[C:2]1[C:11]2[C:6](=[CH:7][CH:8]=[CH:9][CH:10]=2)[C:5]([Cl:12])=[N:4][N:3]=1.[CH3:13][C@H:14]1[NH:19][CH2:18][CH2:17][N:16]([C:20]([O:22][C:23]([CH3:26])([CH3:25])[CH3:24])=[O:21])[CH2:15]1. (4) Given the product [CH3:1][C:2]1[CH:3]=[C:4]([CH:5]=[C:6]([CH3:19])[C:7]=1[O:8][C:9]1[CH:14]=[CH:13][C:12]([OH:15])=[C:11]([CH:16]([CH3:18])[CH3:17])[CH:10]=1)[CH2:20][C:21]1[NH:27][N:26]=[N:25][N:22]=1, predict the reactants needed to synthesize it. The reactants are: [CH3:1][C:2]1[CH:3]=[C:4]([CH2:20][C:21]#[N:22])[CH:5]=[C:6]([CH3:19])[C:7]=1[O:8][C:9]1[CH:14]=[CH:13][C:12]([OH:15])=[C:11]([CH:16]([CH3:18])[CH3:17])[CH:10]=1.[Cl-].[NH4+].[N-:25]=[N+:26]=[N-:27].[Na+]. (5) Given the product [CH:20]([N:18]1[C:17](=[O:23])[CH:16]=[CH:15][C:14]([C:4]2[C:5]([C:8]3[CH:9]=[CH:10][CH:11]=[CH:12][CH:13]=3)=[N:6][CH:7]=[C:2]([N:1]3[CH:26]=[CH:30][CH:29]=[CH:28]3)[CH:3]=2)=[N:19]1)([CH3:21])[CH3:22], predict the reactants needed to synthesize it. The reactants are: [NH2:1][C:2]1[CH:3]=[C:4]([C:14]2[CH:15]=[CH:16][C:17](=[O:23])[N:18]([CH:20]([CH3:22])[CH3:21])[N:19]=2)[C:5]([C:8]2[CH:13]=[CH:12][CH:11]=[CH:10][CH:9]=2)=[N:6][CH:7]=1.CO[CH:26]1[CH2:30][CH2:29][CH:28](OC)O1.CC(O)=O.C([O-])(O)=O.[Na+].